This data is from Catalyst prediction with 721,799 reactions and 888 catalyst types from USPTO. The task is: Predict which catalyst facilitates the given reaction. (1) Reactant: Br[C:2]1[CH:7]=[CH:6][C:5]([C:8]2[NH:12][C:11]([CH:13]3[CH2:17][C:16]4([CH2:22][CH2:21][O:20][CH2:19][CH2:18]4)[CH2:15][N:14]3[C:23](=[O:33])[C@@H:24]([NH:28][C:29](=[O:32])[O:30][CH3:31])[CH:25]([CH3:27])[CH3:26])=[N:10][CH:9]=2)=[CH:4][CH:3]=1.[CH3:34][C:35]1([CH3:51])[C:39]([CH3:41])([CH3:40])[O:38][B:37]([B:37]2[O:38][C:39]([CH3:41])([CH3:40])[C:35]([CH3:51])([CH3:34])[O:36]2)[O:36]1.C([O-])(=O)C.[K+]. Product: [CH3:27][CH:25]([CH3:26])[C@H:24]([NH:28][C:29](=[O:32])[O:30][CH3:31])[C:23](=[O:33])[N:14]1[CH:13]([C:11]2[NH:12][C:8]([C:5]3[CH:4]=[CH:3][C:2]([B:37]4[O:38][C:39]([CH3:41])([CH3:40])[C:35]([CH3:51])([CH3:34])[O:36]4)=[CH:7][CH:6]=3)=[CH:9][N:10]=2)[CH2:17][C:16]2([CH2:18][CH2:19][O:20][CH2:21][CH2:22]2)[CH2:15]1. The catalyst class is: 12. (2) Reactant: [CH2:1]([O:8][C:9]([O:11]N1C(=O)CCC1=O)=O)[C:2]1[CH:7]=[CH:6][CH:5]=[CH:4][CH:3]=1.[NH2:19][C@@H:20]([C:33]([OH:35])=[O:34])[CH2:21][C:22]1[CH:27]=[CH:26][C:25]([O:28][C:29]([CH3:32])([CH3:31])[CH3:30])=[CH:24][CH:23]=1.C(N(CC)CC)C. Product: [NH:19]([C:9]([O:8][CH2:1][C:2]1[CH:3]=[CH:4][CH:5]=[CH:6][CH:7]=1)=[O:11])[C@@H:20]([C:33]([OH:35])=[O:34])[CH2:21][C:22]1[CH:23]=[CH:24][C:25]([O:28][C:29]([CH3:32])([CH3:30])[CH3:31])=[CH:26][CH:27]=1. The catalyst class is: 9. (3) Reactant: [CH3:1][C:2]1[O:6][N:5]=[C:4]([C:7]2[CH:14]=[CH:13][C:10]([CH2:11][NH2:12])=[C:9]([N+:15]([O-:17])=[O:16])[CH:8]=2)[N:3]=1.[C:18](O[C:18]([O:20][C:21]([CH3:24])([CH3:23])[CH3:22])=[O:19])([O:20][C:21]([CH3:24])([CH3:23])[CH3:22])=[O:19]. Product: [CH3:1][C:2]1[O:6][N:5]=[C:4]([C:7]2[CH:14]=[CH:13][C:10]([CH2:11][NH:12][C:18](=[O:19])[O:20][C:21]([CH3:24])([CH3:23])[CH3:22])=[C:9]([N+:15]([O-:17])=[O:16])[CH:8]=2)[N:3]=1. The catalyst class is: 10. (4) Reactant: [CH3:1][N:2]1[CH2:7][CH2:6][CH:5]([C:8]([C:10]2[CH:15]=[CH:14][CH:13]=[CH:12][CH:11]=2)=[O:9])[CH2:4][CH2:3]1.[BH4-].[Na+]. Product: [CH3:1][N:2]1[CH2:7][CH2:6][CH:5]([CH:8]([C:10]2[CH:15]=[CH:14][CH:13]=[CH:12][CH:11]=2)[OH:9])[CH2:4][CH2:3]1. The catalyst class is: 5. (5) Reactant: [Br:1][C:2]1[CH:7]=[CH:6][C:5]([S:8][CH3:9])=[CH:4][CH:3]=1.[N:10]#[C:11][NH2:12].CC(C)([O-])C.[K+].BrN1C(=O)CCC1=O. Product: [C:11]([N:12]=[S:8]([CH3:9])[C:5]1[CH:6]=[CH:7][C:2]([Br:1])=[CH:3][CH:4]=1)#[N:10]. The catalyst class is: 5. (6) Reactant: CN(C(ON1N=NC2C=CC=NC1=2)=[N+](C)C)C.F[P-](F)(F)(F)(F)F.[C:25]([N:28]1[C:37]2[C:32](=[CH:33][C:34]([NH2:38])=[CH:35][CH:36]=2)[C:31]([C:40]2[CH:45]=[CH:44][CH:43]=[CH:42][CH:41]=2)([CH3:39])[CH2:30][C:29]1([CH3:47])[CH3:46])(=[O:27])[CH3:26].[Cl:48][C:49]1[C:50]([O:61][CH3:62])=[C:51]([C:55]([O:59][CH3:60])=[C:56]([Cl:58])[CH:57]=1)[C:52](O)=[O:53].C(N(CC)C(C)C)(C)C. Product: [C:25]([N:28]1[C:37]2[C:32](=[CH:33][C:34]([NH:38][C:52](=[O:53])[C:51]3[C:55]([O:59][CH3:60])=[C:56]([Cl:58])[CH:57]=[C:49]([Cl:48])[C:50]=3[O:61][CH3:62])=[CH:35][CH:36]=2)[C:31]([C:40]2[CH:45]=[CH:44][CH:43]=[CH:42][CH:41]=2)([CH3:39])[CH2:30][C:29]1([CH3:47])[CH3:46])(=[O:27])[CH3:26]. The catalyst class is: 7.